From a dataset of Catalyst prediction with 721,799 reactions and 888 catalyst types from USPTO. Predict which catalyst facilitates the given reaction. (1) Reactant: [F:1][C:2]1[CH:23]=[CH:22][CH:21]=[C:20]([F:24])[C:3]=1[CH2:4][O:5][C:6]1[C:7]2[N:8]([C:13]([C:17](O)=[O:18])=[C:14]([CH3:16])[N:15]=2)[CH:9]=[C:10]([CH3:12])[CH:11]=1.F[B-](F)(F)F.N1(O[C+](N(C)C)N(C)C)C2C=CC=CC=2N=N1.CN1CCOCC1.[C:54]([O:58][C:59](=[O:69])[NH:60][C:61]1([CH2:67][NH2:68])[CH2:66][CH2:65][CH2:64][CH2:63][CH2:62]1)([CH3:57])([CH3:56])[CH3:55].O.[C:71]([OH:77])([C:73]([F:76])([F:75])[F:74])=[O:72]. Product: [F:74][C:73]([F:76])([F:75])[C:71]([OH:77])=[O:72].[F:1][C:2]1[CH:23]=[CH:22][CH:21]=[C:20]([F:24])[C:3]=1[CH2:4][O:5][C:6]1[C:7]2[N:8]([C:13]([C:17]([NH:68][CH2:67][C:61]3([NH:60][C:59](=[O:69])[O:58][C:54]([CH3:56])([CH3:55])[CH3:57])[CH2:66][CH2:65][CH2:64][CH2:63][CH2:62]3)=[O:18])=[C:14]([CH3:16])[N:15]=2)[CH:9]=[C:10]([CH3:12])[CH:11]=1. The catalyst class is: 3. (2) Product: [CH3:1][S:2]([C:3]1[CH:4]=[CH:5][C:6]([C:9]2[NH:17][C:12]3=[N:13][CH:14]=[CH:15][N:16]=[C:11]3[CH:10]=2)=[CH:7][CH:8]=1)=[O:18]. The catalyst class is: 4. Reactant: [CH3:1][S:2][C:3]1[CH:8]=[CH:7][C:6]([C:9]2[NH:17][C:12]3=[N:13][CH:14]=[CH:15][N:16]=[C:11]3[CH:10]=2)=[CH:5][CH:4]=1.[OH:18]OS([O-])=O.[K+]. (3) Reactant: [Cl:1][C:2]1[CH:3]=[CH:4][C:5]2[N:11]([C:12](=[O:22])[C:13]3[CH:18]=[CH:17][C:16]([OH:19])=[C:15]([O:20][CH3:21])[CH:14]=3)[CH2:10][CH2:9][CH2:8][CH2:7][C:6]=2[CH:23]=1.C(=O)([O-])[O-].[K+].[K+].[Cl:30][C:31]1[CH:38]=[CH:37][CH:36]=[CH:35][C:32]=1[CH2:33]Cl.O. Product: [Cl:1][C:2]1[CH:3]=[CH:4][C:5]2[N:11]([C:12](=[O:22])[C:13]3[CH:18]=[CH:17][C:16]([O:19][CH2:33][C:32]4[CH:35]=[CH:36][CH:37]=[CH:38][C:31]=4[Cl:30])=[C:15]([O:20][CH3:21])[CH:14]=3)[CH2:10][CH2:9][CH2:8][CH2:7][C:6]=2[CH:23]=1. The catalyst class is: 9. (4) Reactant: C(Cl)CCl.[NH2:5][C:6]1[N:11]=[CH:10][C:9](/[CH:12]=[CH:13]/[C:14]([OH:16])=O)=[CH:8][CH:7]=1.[CH3:17][N:18]1[C:26]2[C:21](=[CH:22][CH:23]=[CH:24][CH:25]=2)[CH:20]=[C:19]1[CH2:27][NH:28][CH3:29].C1C=CC2N(O)N=NC=2C=1.O.C(N(CC)CC)C. Product: [NH2:5][C:6]1[N:11]=[CH:10][C:9](/[CH:12]=[CH:13]/[C:14]([N:28]([CH3:29])[CH2:27][C:19]2[N:18]([CH3:17])[C:26]3[C:21]([CH:20]=2)=[CH:22][CH:23]=[CH:24][CH:25]=3)=[O:16])=[CH:8][CH:7]=1. The catalyst class is: 3. (5) Reactant: C(Cl)(=O)C(Cl)=O.Cl.[CH3:8][N:9]1[CH2:14][CH2:13][CH:12]([C:15]([OH:17])=[O:16])[CH2:11][CH2:10]1.CN(C=O)C.[C:23]1([C:29](=O)[CH2:30][C:31]2[CH:36]=[CH:35][CH:34]=[CH:33][CH:32]=2)[CH:28]=[CH:27][CH:26]=[CH:25][CH:24]=1. Product: [CH3:8][N:9]1[CH2:14][CH2:13][CH:12]([C:15]([O:17]/[C:29](/[C:23]2[CH:28]=[CH:27][CH:26]=[CH:25][CH:24]=2)=[CH:30]/[C:31]2[CH:36]=[CH:35][CH:34]=[CH:33][CH:32]=2)=[O:16])[CH2:11][CH2:10]1. The catalyst class is: 2. (6) Reactant: [O:1]=[O+][O-].[Cl:4][C:5]1[C:10]2[N:11]=[C:12]([C:16]3[C:17]([NH2:21])=[N:18][O:19][N:20]=3)[N:13]([CH2:14][CH3:15])[C:9]=2[CH:8]=[C:7]([CH:22]=C)[N:6]=1.[BH4-].[Na+]. Product: [NH2:21][C:17]1[C:16]([C:12]2[N:13]([CH2:14][CH3:15])[C:9]3[CH:8]=[C:7]([CH2:22][OH:1])[N:6]=[C:5]([Cl:4])[C:10]=3[N:11]=2)=[N:20][O:19][N:18]=1. The catalyst class is: 2. (7) Reactant: C[O:2][C:3]1[CH:4]=[C:5]([C:11]([C@@H:13]2[C@:22]3([CH3:23])[C@H:17]([C:18]([CH3:25])([CH3:24])[CH2:19][CH2:20][CH2:21]3)[CH2:16][C@@H:15]([NH:26][C:27]([N:29]3[CH2:34][CH2:33][N:32]([CH3:35])[CH2:31][CH2:30]3)=[O:28])[C@H:14]2[CH3:36])=[O:12])[CH:6]=[C:7]([O:9]C)[CH:8]=1.B(Br)(Br)Br.CO. Product: [OH:9][C:7]1[CH:6]=[C:5]([C:11]([C@@H:13]2[C@:22]3([CH3:23])[C@H:17]([C:18]([CH3:25])([CH3:24])[CH2:19][CH2:20][CH2:21]3)[CH2:16][C@@H:15]([NH:26][C:27]([N:29]3[CH2:34][CH2:33][N:32]([CH3:35])[CH2:31][CH2:30]3)=[O:28])[C@H:14]2[CH3:36])=[O:12])[CH:4]=[C:3]([OH:2])[CH:8]=1. The catalyst class is: 2. (8) Reactant: [CH2:1]([N:3]([C:21]1[CH:26]=[C:25]([O:27]C)[CH:24]=[CH:23][C:22]=1[CH:29]1[CH2:38][CH2:37][C:36]2[C:31](=[CH:32][CH:33]=[C:34]([O:39]C)[CH:35]=2)[CH2:30]1)[CH2:4][C:5]1[CH:10]=[CH:9][C:8]([N:11]([CH3:20])[CH2:12][CH2:13][N:14]2[CH2:19][CH2:18][CH2:17][CH2:16][CH2:15]2)=[CH:7][CH:6]=1)[CH3:2].B(Br)(Br)Br.CO.C(=O)(O)[O-].[Na+]. Product: [CH2:1]([N:3]([CH2:4][C:5]1[CH:6]=[CH:7][C:8]([N:11]([CH3:20])[CH2:12][CH2:13][N:14]2[CH2:19][CH2:18][CH2:17][CH2:16][CH2:15]2)=[CH:9][CH:10]=1)[C:21]1[CH:26]=[C:25]([OH:27])[CH:24]=[CH:23][C:22]=1[CH:29]1[CH2:38][CH2:37][C:36]2[CH:35]=[C:34]([OH:39])[CH:33]=[CH:32][C:31]=2[CH2:30]1)[CH3:2]. The catalyst class is: 4.